This data is from Forward reaction prediction with 1.9M reactions from USPTO patents (1976-2016). The task is: Predict the product of the given reaction. Given the reactants [CH:1]1([C@H:6]2[CH2:10][O:9][C:8](=[O:11])[N:7]2[C:12]2[CH:17]=[CH:16][N:15]3[N:18]=[CH:19][C:20]([C:21]4[CH:26]=[CH:25][C:24]([C:27]5[N:31]=[CH:30][N:29](COCC[Si](C)(C)C)[N:28]=5)=[C:23]([F:40])[CH:22]=4)=[C:14]3[N:13]=2)[CH2:5][CH2:4][CH2:3][CH2:2]1.C1([C@H]2COC(=O)N2C2C=CN3N=CC(C4C=CC(C5N(COCC[Si](C)(C)C)N=CN=5)=C(F)C=4)=C3N=2)CCCC1, predict the reaction product. The product is: [CH:1]1([C@H:6]2[CH2:10][O:9][C:8](=[O:11])[N:7]2[C:12]2[CH:17]=[CH:16][N:15]3[N:18]=[CH:19][C:20]([C:21]4[CH:26]=[CH:25][C:24]([C:27]5[N:31]=[CH:30][NH:29][N:28]=5)=[C:23]([F:40])[CH:22]=4)=[C:14]3[N:13]=2)[CH2:2][CH2:3][CH2:4][CH2:5]1.